Dataset: Forward reaction prediction with 1.9M reactions from USPTO patents (1976-2016). Task: Predict the product of the given reaction. Given the reactants [CH2:1]([N:8]1[C:12]2[CH:13]=[C:14](Cl)[C:15]3[N:16]([C:17]([CH3:20])=[N:18][N:19]=3)[C:11]=2[CH:10]=[C:9]1[CH3:22])[C:2]1[CH:7]=[CH:6][CH:5]=[CH:4][CH:3]=1.[CH:23]1([CH2:26][NH2:27])[CH2:25][CH2:24]1.C([O-])([O-])=O.[Cs+].[Cs+].O, predict the reaction product. The product is: [CH2:1]([N:8]1[C:12]2[CH:13]=[C:14]([NH:27][CH2:26][CH:23]3[CH2:25][CH2:24]3)[C:15]3[N:16]([C:17]([CH3:20])=[N:18][N:19]=3)[C:11]=2[CH:10]=[C:9]1[CH3:22])[C:2]1[CH:7]=[CH:6][CH:5]=[CH:4][CH:3]=1.